From a dataset of Forward reaction prediction with 1.9M reactions from USPTO patents (1976-2016). Predict the product of the given reaction. (1) Given the reactants [CH3:1][C:2]1[CH:3]=[C:4]([OH:8])[CH:5]=[CH:6][CH:7]=1.[N:9]([O-])=[O:10].[Na+], predict the reaction product. The product is: [CH3:1][C:2]1[C:7](=[N:9][OH:10])[CH:6]=[CH:5][C:4](=[O:8])[CH:3]=1. (2) The product is: [OH:16][CH2:13][C:14]#[C:15][C:2]1[CH:3]=[C:4]2[C:9](=[CH:10][CH:11]=1)[CH:8]=[C:7]([OH:12])[CH:6]=[CH:5]2. Given the reactants Br[C:2]1[CH:3]=[C:4]2[C:9](=[CH:10][CH:11]=1)[CH:8]=[C:7]([OH:12])[CH:6]=[CH:5]2.[CH2:13]([OH:16])[C:14]#[CH:15].C(NC(C)C)(C)C.Cl, predict the reaction product. (3) Given the reactants [C:1]1([CH2:7][CH2:8][OH:9])[CH:6]=[CH:5][CH:4]=[CH:3][CH:2]=1.C([N-]C(C)C)(C)C.[Li+].[N:18]1([C:22]2[C:31]3[C:26](=[N:27][C:28](Cl)=[C:29]([Cl:32])[N:30]=3)[N:25]=[C:24]([Cl:34])[N:23]=2)[CH2:21][CH2:20][CH2:19]1.O, predict the reaction product. The product is: [N:18]1([C:22]2[C:31]3[C:26](=[N:27][C:28]([O:9][CH2:8][CH2:7][C:1]4[CH:6]=[CH:5][CH:4]=[CH:3][CH:2]=4)=[C:29]([Cl:32])[N:30]=3)[N:25]=[C:24]([Cl:34])[N:23]=2)[CH2:21][CH2:20][CH2:19]1. (4) Given the reactants O[CH2:2][C:3]1[CH:4]=[C:5]2[C:10](=[CH:11][CH:12]=1)[C@H:9]([NH:13][C:14](=[O:20])[O:15][C:16]([CH3:19])([CH3:18])[CH3:17])[CH2:8][CH2:7][CH2:6]2.C1(P(C2C=CC=CC=2)C2C=CC=CC=2)C=CC=CC=1.N1C=CN=C1.[I:45]I, predict the reaction product. The product is: [I:45][CH2:2][C:3]1[CH:4]=[C:5]2[C:10](=[CH:11][CH:12]=1)[CH:9]([NH:13][C:14](=[O:20])[O:15][C:16]([CH3:19])([CH3:18])[CH3:17])[CH2:8][CH2:7][CH2:6]2. (5) Given the reactants Cl[C:2]1[C:11]2=[N:12][N:13](CC3C=CC(OC)=CC=3)[CH:14]=[C:10]2[C:9]2[CH:8]=[C:7]([O:24][CH3:25])[CH:6]=[CH:5][C:4]=2[N:3]=1.[NH2:26][C:27]1[CH:32]=[CH:31][C:30]([C:33]([N:35]2[CH2:44][CH2:43][C:38]3([O:42][CH2:41][CH2:40][O:39]3)[CH2:37][CH2:36]2)=[O:34])=[CH:29][CH:28]=1.Cl, predict the reaction product. The product is: [CH3:25][O:24][C:7]1[CH:6]=[CH:5][C:4]2[N:3]=[C:2]([NH:26][C:27]3[CH:32]=[CH:31][C:30]([C:33]([N:35]4[CH2:36][CH2:37][C:38]5([O:42][CH2:41][CH2:40][O:39]5)[CH2:43][CH2:44]4)=[O:34])=[CH:29][CH:28]=3)[C:11]3=[N:12][NH:13][CH:14]=[C:10]3[C:9]=2[CH:8]=1. (6) The product is: [CH3:59][C:38]1[N:39]=[C:40]([N:42]2[CH2:46][CH2:45][N:44]([CH2:47][C:48]3[CH:53]=[CH:52][C:51]([C:54]([F:57])([F:56])[F:55])=[CH:50][CH:49]=3)[C:43]2=[O:58])[S:41][C:37]=1[C:35]1[O:36][N:32]=[C:33]([CH3:60])[CH:34]=1. Given the reactants CN(C)/C=C/C(C1SC(N2CCN(CC3C=CC(C(F)(F)F)=CC=3)C2=O)=NC=1C)=O.C[N:32](C)/[C:33](/[CH3:60])=[CH:34]/[C:35]([C:37]1[S:41][C:40]([N:42]2[CH2:46][CH2:45][N:44]([CH2:47][C:48]3[CH:53]=[CH:52][C:51]([C:54]([F:57])([F:56])[F:55])=[CH:50][CH:49]=3)[C:43]2=[O:58])=[N:39][C:38]=1[CH3:59])=[O:36].Cl.NO, predict the reaction product. (7) Given the reactants Br[C:2]1[CH:11]=[CH:10][C:9]2[C:4](=[CH:5][CH:6]=[C:7]([O:12][CH3:13])[CH:8]=2)[CH:3]=1.[NH2:14][C:15]1[CH:20]=[C:19]([C:21]([O:23][CH3:24])=[O:22])[CH:18]=[CH:17][C:16]=1B(O)O.C([O-])([O-])=O.[K+].[K+], predict the reaction product. The product is: [NH2:14][C:15]1[CH:20]=[C:19]([CH:18]=[CH:17][C:16]=1[C:2]1[CH:11]=[CH:10][C:9]2[C:4](=[CH:5][CH:6]=[C:7]([O:12][CH3:13])[CH:8]=2)[CH:3]=1)[C:21]([O:23][CH3:24])=[O:22].